From a dataset of Full USPTO retrosynthesis dataset with 1.9M reactions from patents (1976-2016). Predict the reactants needed to synthesize the given product. (1) Given the product [N+:7]([O-:10])([O-:9])=[O:8].[NH4+:13].[Ce+4:12].[N+:17]([O-:20])([O-:19])=[O:18].[N+:21]([O-:24])([O-:23])=[O:22].[N+:25]([O-:28])([O-:27])=[O:26].[N+:13]([O-:16])([O-:15])=[O:14].[C:1](=[O:2])([O-:4])[OH:3].[Na+:5].[CH3:29][C:30]1[C:35](=[O:36])[C:34]([CH3:37])=[C:33]([CH2:38][CH2:39][C@:40]([OH:2])([CH2:43][CH2:44]/[CH:45]=[C:46](/[CH2:48][CH2:49]/[CH:50]=[C:51](/[CH2:53][CH2:54][CH:55]=[C:56]([CH3:58])[CH3:57])\[CH3:52])\[CH3:47])[CH3:42])[C:32](=[O:41])[C:31]=1[CH3:59], predict the reactants needed to synthesize it. The reactants are: [C:1](=[O:4])([O-:3])[O-:2].[Na+:5].[Na+].[N+:7]([O-:10])([O-:9])=[O:8].[NH4+].[Ce+4:12].[N+:13]([O-:16])([O-:15])=[O:14].[N+:17]([O-:20])([O-:19])=[O:18].[N+:21]([O-:24])([O-:23])=[O:22].[N+:25]([O-:28])([O-:27])=[O:26].[CH3:29][C:30]1[C:35]([OH:36])=[C:34]([CH3:37])[C:33]2[CH2:38][CH2:39][C@:40]([CH2:43][CH2:44]/[CH:45]=[C:46](/[CH2:48][CH2:49]/[CH:50]=[C:51](/[CH2:53][CH2:54][CH:55]=[C:56]([CH3:58])[CH3:57])\[CH3:52])\[CH3:47])([CH3:42])[O:41][C:32]=2[C:31]=1[CH3:59]. (2) Given the product [NH3:3].[CH3:1][C:2]1[CH:11]=[CH:10][C:9]2[C:4](=[CH:5][CH:6]=[CH:7][C:8]=2[N:12]2[CH2:13][CH2:14][N:15]([CH2:18][CH2:19][C:20]3[C:29]4[O:28][CH2:27][C:26](=[O:30])[N:25]([CH2:31][C:32]([OH:34])=[O:33])[C:24]=4[CH:23]=[CH:22][CH:21]=3)[CH2:16][CH2:17]2)[N:3]=1, predict the reactants needed to synthesize it. The reactants are: [CH3:1][C:2]1[CH:11]=[CH:10][C:9]2[C:4](=[CH:5][CH:6]=[CH:7][C:8]=2[N:12]2[CH2:17][CH2:16][N:15]([CH2:18][CH2:19][C:20]3[C:29]4[O:28][CH2:27][C:26](=[O:30])[N:25]([CH2:31][C:32]([O:34]C)=[O:33])[C:24]=4[CH:23]=[CH:22][CH:21]=3)[CH2:14][CH2:13]2)[N:3]=1.[OH-].[Na+].O. (3) Given the product [Cl:12][C:9]1[CH:8]=[C:7]2[C:3](=[C:2]([Cl:1])[C:10]=1[CH3:11])[C:4](=[O:6])[O:5][CH2:13]2, predict the reactants needed to synthesize it. The reactants are: [Cl:1][C:2]1[C:10]([CH3:11])=[C:9]([Cl:12])[CH:8]=[CH:7][C:3]=1[C:4]([OH:6])=[O:5].[CH:13]([Li])(CC)C.C=O.Cl. (4) Given the product [CH3:1][C:2]1([C:11]2[CH:12]=[CH:13][CH:14]=[CH:15][CH:16]=2)[C:3](=[O:4])[CH:5]=[C:6]([C:8]([NH:17][CH2:18][CH2:19][NH:20][C:21](=[O:27])[O:22][C:23]([CH3:25])([CH3:24])[CH3:26])=[O:10])[O:7]1, predict the reactants needed to synthesize it. The reactants are: [CH3:1][C:2]1([C:11]2[CH:12]=[CH:13][CH:14]=[CH:15][CH:16]=2)[O:7][C:6]([C:8]([OH:10])=O)=[CH:5][C:3]1=[O:4].[NH2:17][CH2:18][CH2:19][NH:20][C:21](=[O:27])[O:22][C:23]([CH3:26])([CH3:25])[CH3:24].C(Cl)CCl.